Dataset: Reaction yield outcomes from USPTO patents with 853,638 reactions. Task: Predict the reaction yield, written as a fraction of the theoretical maximum amount of product (1.0 means a 100% yield; for example, 0.34 means a 34% yield). The reactants are C([O:5][C:6]([C:8]1[C:16]2[C:11](=[CH:12][C:13]([C:17]3(O)[CH2:22][CH2:21][O:20][CH2:19][CH2:18]3)=[CH:14][CH:15]=2)[NH:10][N:9]=1)=[O:7])(C)(C)C.C([SiH](CC)CC)C.ClCCl. The catalyst is FC(F)(F)C(O)=O. The product is [O:20]1[CH2:21][CH2:22][CH:17]([C:13]2[CH:12]=[C:11]3[C:16]([C:8]([C:6]([OH:7])=[O:5])=[N:9][NH:10]3)=[CH:15][CH:14]=2)[CH2:18][CH2:19]1. The yield is 0.600.